Dataset: Catalyst prediction with 721,799 reactions and 888 catalyst types from USPTO. Task: Predict which catalyst facilitates the given reaction. (1) Reactant: O=[C:2]1[CH2:11][CH2:10][CH2:9][C:8]2[N:7]=[C:6]([C:12]#[N:13])[CH:5]=[CH:4][C:3]1=2.[CH3:14][O:15][C:16]1[CH:21]=[CH:20][CH:19]=[CH:18][C:17]=1[CH2:22][CH2:23][NH2:24].O.C1(C)C=CC(S(O)(=O)=O)=CC=1.[BH4-].[Na+]. Product: [CH3:14][O:15][C:16]1[CH:21]=[CH:20][CH:19]=[CH:18][C:17]=1[CH2:22][CH2:23][NH:24][CH:2]1[CH2:11][CH2:10][CH2:9][C:8]2[N:7]=[C:6]([C:12]#[N:13])[CH:5]=[CH:4][C:3]1=2. The catalyst class is: 93. (2) Reactant: [C:1]([C:3]1[CH:11]=[CH:10][C:6]([C:7](O)=[O:8])=[C:5]([CH3:12])[CH:4]=1)#[N:2].Cl.[CH3:14][NH:15][O:16][CH3:17].Cl.CN(C)CCCN=C=NCC.O.ON1C2C=CC=CC=2N=N1. Product: [C:1]([C:3]1[CH:11]=[CH:10][C:6]([C:7]([N:15]([O:16][CH3:17])[CH3:14])=[O:8])=[C:5]([CH3:12])[CH:4]=1)#[N:2]. The catalyst class is: 851. (3) Reactant: [CH2:1]1[CH2:12][O:11][C:10]2[CH:9]=[CH:8][C:5]([CH:6]=O)=[CH:4][C:3]=2[O:2]1.[CH2:13]([NH2:15])[CH3:14].[BH4-].[Na+].Cl. The catalyst class is: 1. Product: [O:11]1[C:10]2[CH:9]=[CH:8][C:5]([CH2:6][NH:15][CH2:13][CH3:14])=[CH:4][C:3]=2[O:2][CH2:1][CH2:12]1. (4) Reactant: [CH2:1]([O:4][C:5](=[O:23])[NH:6][C:7]1[CH:12]=[CH:11][CH:10]=[C:9]([C:13](=O)[CH2:14][C:15]2[CH:20]=[CH:19][N:18]=[C:17]([Cl:21])[N:16]=2)[CH:8]=1)[CH:2]=[CH2:3].C1C(=O)N(Br)C(=O)C1.[CH2:32]([NH:34][C:35]([NH2:37])=[S:36])[CH3:33]. Product: [Cl:21][C:17]1[N:16]=[C:15]([C:14]2[S:36][C:35]([NH:34][CH2:32][CH3:33])=[N:37][C:13]=2[C:9]2[CH:8]=[C:7]([NH:6][C:5](=[O:23])[O:4][CH2:1][CH:2]=[CH2:3])[CH:12]=[CH:11][CH:10]=2)[CH:20]=[CH:19][N:18]=1. The catalyst class is: 2. (5) Reactant: I[C:2]1[CH:15]=[CH:14][C:5]([O:6][CH2:7][CH2:8][N:9]2[CH2:13][CH2:12][CH2:11][CH2:10]2)=[CH:4][CH:3]=1.[C:16]([Si:18]([CH3:21])([CH3:20])[CH3:19])#[CH:17].N1CCCCC1. Product: [CH3:19][Si:18]([C:16]#[C:17][C:2]1[CH:15]=[CH:14][C:5]([O:6][CH2:7][CH2:8][N:9]2[CH2:13][CH2:12][CH2:11][CH2:10]2)=[CH:4][CH:3]=1)([CH3:21])[CH3:20]. The catalyst class is: 205. (6) Reactant: [S:1]([C:19]1[CH:24]=[C:23]([C:25]2[C:26]([C:30]([F:33])([F:32])[F:31])=[N:27][NH:28][CH:29]=2)[CH:22]=[CH:21][C:20]=1[C:34]#[N:35])[C:2]1C=C(C2C(C(F)(F)F)=NNC=2)C=CC=1C#N.C(S([O-])=O)O.[Na+].C(=O)([O-])[O-].[K+].[K+].[F:48][C:49]([F:53])([F:52])CI. Product: [F:48][C:49]([F:53])([F:52])[CH2:2][S:1][C:19]1[CH:24]=[C:23]([C:25]2[C:26]([C:30]([F:32])([F:33])[F:31])=[N:27][NH:28][CH:29]=2)[CH:22]=[CH:21][C:20]=1[C:34]#[N:35]. The catalyst class is: 35. (7) Reactant: Cl.C[O:3][C:4]1[CH:5]=[C:6]2[C:11](=[CH:12][CH:13]=1)[C:10]([O:14][C:15]1[CH:20]=[CH:19][C:18]([O:21][CH2:22][CH2:23][N:24]3[CH2:29][CH2:28][CH2:27][CH2:26][CH2:25]3)=[CH:17][CH:16]=1)=[C:9]([C:30]1[CH:38]=[C:37]3[C:33]([CH2:34][NH:35][C:36]3=[O:39])=[CH:32][CH:31]=1)[CH:8]=[CH:7]2.B(Br)(Br)Br.C(=O)(O)[O-].[Na+]. Product: [OH:3][C:4]1[CH:5]=[C:6]2[C:11](=[CH:12][CH:13]=1)[C:10]([O:14][C:15]1[CH:16]=[CH:17][C:18]([O:21][CH2:22][CH2:23][N:24]3[CH2:29][CH2:28][CH2:27][CH2:26][CH2:25]3)=[CH:19][CH:20]=1)=[C:9]([C:30]1[CH:38]=[C:37]3[C:33]([CH2:34][NH:35][C:36]3=[O:39])=[CH:32][CH:31]=1)[CH:8]=[CH:7]2. The catalyst class is: 4. (8) Reactant: [C:1]([C:3]1[CH:8]=[CH:7][CH:6]=[CH:5][C:4]=1[NH:9][C:10]1[C:18]2[CH:17]=[CH:16][C:15](=[O:19])[N:14]([C:20]3[CH:25]=[CH:24][C:23]([S:26][CH3:27])=[CH:22][CH:21]=3)[C:13]=2[S:12][C:11]=1[C:28]([O:30][CH2:31][CH3:32])=[O:29])#[N:2].ClC1C=CC=C(C(OO)=[O:41])C=1. Product: [C:1]([C:3]1[CH:8]=[CH:7][CH:6]=[CH:5][C:4]=1[NH:9][C:10]1[C:18]2[CH:17]=[CH:16][C:15](=[O:19])[N:14]([C:20]3[CH:21]=[CH:22][C:23]([S:26]([CH3:27])=[O:41])=[CH:24][CH:25]=3)[C:13]=2[S:12][C:11]=1[C:28]([O:30][CH2:31][CH3:32])=[O:29])#[N:2]. The catalyst class is: 2. (9) Reactant: N(C(OCC)=O)=NC(OCC)=O.C1(P(C2C=CC=CC=2)C2C=CC=CC=2)C=CC=CC=1.[CH2:32]([N:39]1[CH2:44][CH2:43][NH:42][CH2:41][CH:40]1[CH2:45][CH2:46]O)[C:33]1[CH:38]=[CH:37][CH:36]=[CH:35][CH:34]=1. Product: [CH2:32]([N:39]1[CH:40]2[CH2:41][N:42]([CH2:46][CH2:45]2)[CH2:43][CH2:44]1)[C:33]1[CH:38]=[CH:37][CH:36]=[CH:35][CH:34]=1. The catalyst class is: 1.